This data is from TCR-epitope binding with 47,182 pairs between 192 epitopes and 23,139 TCRs. The task is: Binary Classification. Given a T-cell receptor sequence (or CDR3 region) and an epitope sequence, predict whether binding occurs between them. (1) The epitope is HPKVSSEVHI. The TCR CDR3 sequence is CASKSGYSYNEQFF. Result: 0 (the TCR does not bind to the epitope). (2) The TCR CDR3 sequence is CASSQDRIGPETQYF. The epitope is KAYNVTQAF. Result: 1 (the TCR binds to the epitope). (3) The TCR CDR3 sequence is CASTPWGDWTEAFF. Result: 0 (the TCR does not bind to the epitope). The epitope is TSDLATNNLVVMAY. (4) The epitope is FLNGSCGSV. Result: 0 (the TCR does not bind to the epitope). The TCR CDR3 sequence is CASSGQGVIGEQFF. (5) The epitope is IVTDFSVIK. The TCR CDR3 sequence is CASSRTKGGKETQYF. Result: 1 (the TCR binds to the epitope).